Dataset: Reaction yield outcomes from USPTO patents with 853,638 reactions. Task: Predict the reaction yield, written as a fraction of the theoretical maximum amount of product (1.0 means a 100% yield; for example, 0.34 means a 34% yield). The reactants are CC1C=CC(S(O[C:12]2[CH:21]=[CH:20][C:19]3[C:14](=[CH:15][C:16]([CH3:29])=[C:17]([C:23]4[CH:28]=[CH:27][CH:26]=[CH:25][CH:24]=4)[C:18]=3[OH:22])[CH:13]=2)(=O)=O)=CC=1.[B-].[Na+]. The catalyst is C(Cl)(Cl)Cl.CO.O.O.O.O.O.O.[Ni](Cl)Cl. The product is [CH3:29][C:16]1[C:17]([C:23]2[CH:28]=[CH:27][CH:26]=[CH:25][CH:24]=2)=[C:18]([OH:22])[C:19]2[C:14]([CH:15]=1)=[CH:13][CH:12]=[CH:21][CH:20]=2. The yield is 0.440.